From a dataset of Full USPTO retrosynthesis dataset with 1.9M reactions from patents (1976-2016). Predict the reactants needed to synthesize the given product. Given the product [Cl:21][C:8]1[CH:9]=[C:10]([NH:13][S:14]([C:17]([F:20])([F:19])[F:18])(=[O:16])=[O:15])[CH:11]=[CH:12][C:7]=1[C:5]1[N:6]=[C:2]([C:33]2[CH:32]=[CH:31][N:30]=[C:29]([N:26]3[CH2:25][CH2:24][N:23]([CH3:22])[CH2:28][CH2:27]3)[CH:34]=2)[S:3][CH:4]=1, predict the reactants needed to synthesize it. The reactants are: Br[C:2]1[S:3][CH:4]=[C:5]([C:7]2[CH:12]=[CH:11][C:10]([NH:13][S:14]([C:17]([F:20])([F:19])[F:18])(=[O:16])=[O:15])=[CH:9][C:8]=2[Cl:21])[N:6]=1.[CH3:22][N:23]1[CH2:28][CH2:27][N:26]([C:29]2[CH:34]=[C:33](B3OC(C)(C)C(C)(C)O3)[CH:32]=[CH:31][N:30]=2)[CH2:25][CH2:24]1.C(=O)([O-])[O-].[K+].[K+].CN(C)C=O.